Dataset: Forward reaction prediction with 1.9M reactions from USPTO patents (1976-2016). Task: Predict the product of the given reaction. (1) Given the reactants [CH3:1][O:2][C:3]1[CH:8]=[CH:7][C:6]([NH:9][CH2:10][C:11]2[CH:12]=[C:13]([CH:18]=[CH:19][CH:20]=2)[C:14]([O:16][CH3:17])=[O:15])=[C:5]([N+:21]([O-])=O)[CH:4]=1.O.O.[Sn](Cl)Cl.C(=O)(O)[O-].[Na+], predict the reaction product. The product is: [NH2:21][C:5]1[CH:4]=[C:3]([O:2][CH3:1])[CH:8]=[CH:7][C:6]=1[NH:9][CH2:10][C:11]1[CH:12]=[C:13]([CH:18]=[CH:19][CH:20]=1)[C:14]([O:16][CH3:17])=[O:15]. (2) Given the reactants NN.[N+:3]([C:6]1[CH:7]=[C:8]([N:15]2[CH2:20][CH2:19][CH:18]([NH:21][C:22](=[O:28])[O:23][C:24]([CH3:27])([CH3:26])[CH3:25])[CH2:17][CH2:16]2)[C:9]2[O:13][CH:12]=[CH:11][C:10]=2[CH:14]=1)([O-])=O, predict the reaction product. The product is: [NH2:3][C:6]1[CH:7]=[C:8]([N:15]2[CH2:20][CH2:19][CH:18]([NH:21][C:22](=[O:28])[O:23][C:24]([CH3:26])([CH3:25])[CH3:27])[CH2:17][CH2:16]2)[C:9]2[O:13][CH:12]=[CH:11][C:10]=2[CH:14]=1. (3) Given the reactants Cl.[CH3:2][O:3][CH2:4][CH2:5][N:6]([CH2:26][CH2:27][O:28][CH3:29])[C:7]1[N:12]=[C:11]([CH3:13])[NH:10][C:9]2=[C:14]([C:18]3[CH:23]=[CH:22][C:21]([Cl:24])=[CH:20][C:19]=3[Cl:25])[N:15]=[C:16]([CH3:17])[C:8]=12.COCCNCCOC, predict the reaction product. The product is: [CH3:29][O:28][CH2:27][CH2:26][N:6]([CH2:5][CH2:4][O:3][CH3:2])[C:7]1[N:12]=[C:11]([CH3:13])[NH:10][C:9]2=[C:14]([C:18]3[CH:23]=[CH:22][C:21]([Cl:24])=[CH:20][C:19]=3[Cl:25])[N:15]=[C:16]([CH3:17])[C:8]=12. (4) The product is: [O:4]1[C:8]2=[C:9]([N:13]3[CH2:18][CH2:17][N:16]([CH2:19][CH2:20][C@H:21]4[CH2:26][CH2:25][C@H:24]([NH:27][C:32]([CH:30]5[CH2:31][C:29]5([F:35])[F:28])=[O:33])[CH2:23][CH2:22]4)[CH2:15][CH2:14]3)[N:10]=[CH:11][CH:12]=[C:7]2[CH2:6][CH2:5]1. Given the reactants Cl.Cl.Cl.[O:4]1[C:8]2=[C:9]([N:13]3[CH2:18][CH2:17][N:16]([CH2:19][CH2:20][C@H:21]4[CH2:26][CH2:25][C@H:24]([NH2:27])[CH2:23][CH2:22]4)[CH2:15][CH2:14]3)[N:10]=[CH:11][CH:12]=[C:7]2[CH2:6][CH2:5]1.[F:28][C:29]1([F:35])[CH2:31][CH:30]1[C:32](O)=[O:33], predict the reaction product. (5) The product is: [Br:15][C:16]1[CH:17]=[C:18]([C:23](=[O:25])[CH2:24][C:9]([C:4]2[CH:3]=[C:2]([Cl:1])[CH:7]=[C:6]([Cl:8])[CH:5]=2)([OH:14])[C:10]([F:11])([F:12])[F:13])[CH:19]=[CH:20][C:21]=1[CH3:22]. Given the reactants [Cl:1][C:2]1[CH:3]=[C:4]([C:9](=[O:14])[C:10]([F:13])([F:12])[F:11])[CH:5]=[C:6]([Cl:8])[CH:7]=1.[Br:15][C:16]1[CH:17]=[C:18]([C:23](=[O:25])[CH3:24])[CH:19]=[CH:20][C:21]=1[CH3:22].C(N(CC)CC)C, predict the reaction product. (6) Given the reactants [CH3:1][O:2][C:3]1[CH:12]=[C:11]2[C:6]([C:7]([CH3:22])=[C:8]([C:14]3[CH:15]=[N:16][C:17]([O:20][CH3:21])=[CH:18][CH:19]=3)[C:9](=[O:13])[O:10]2)=[CH:5][CH:4]=1.[H-].C([Al+]CC(C)C)C(C)C, predict the reaction product. The product is: [CH3:1][O:2][C:3]1[CH:12]=[C:11]2[C:6]([C:7]([CH3:22])=[C:8]([C:14]3[CH:15]=[N:16][C:17]([O:20][CH3:21])=[CH:18][CH:19]=3)[CH:9]([OH:13])[O:10]2)=[CH:5][CH:4]=1. (7) Given the reactants [F:1][C:2]1[C:8]([F:9])=[CH:7][CH:6]=[C:5]([F:10])[C:3]=1[NH2:4].Br.Br[CH:13]([C:15]1[CH:16]=[C:17]([C:32]([N:34]([CH3:36])[CH3:35])=[O:33])[CH:18]=[C:19]2[C:24]=1[O:23][C:22]([N:25]1[CH2:30][CH2:29][O:28][CH2:27][CH2:26]1)=[CH:21][C:20]2=[O:31])[CH3:14], predict the reaction product. The product is: [CH3:36][N:34]([CH3:35])[C:32]([C:17]1[CH:18]=[C:19]2[C:24](=[C:15]([CH:13]([NH:4][C:3]3[C:5]([F:10])=[CH:6][CH:7]=[C:8]([F:9])[C:2]=3[F:1])[CH3:14])[CH:16]=1)[O:23][C:22]([N:25]1[CH2:30][CH2:29][O:28][CH2:27][CH2:26]1)=[CH:21][C:20]2=[O:31])=[O:33]. (8) Given the reactants Cl[C:2]1[C:11]2[C:6](=[CH:7][CH:8]=[CH:9][CH:10]=2)[N:5]=[C:4]([CH2:12][O:13][C:14]2[CH:19]=[CH:18][C:17]([C:20]3[C:24]([C:25]4[CH:30]=[CH:29][N:28]=[CH:27][CH:26]=4)=[CH:23][N:22]([CH3:31])[N:21]=3)=[CH:16][CH:15]=2)[CH:3]=1.N1C2C(=CC=C3C=2N=CC=C3)C=CC=1.[C:46](=O)([O-])[O-:47].[Cs+].[Cs+], predict the reaction product. The product is: [CH3:46][O:47][C:2]1[C:11]2[C:6](=[CH:7][CH:8]=[CH:9][CH:10]=2)[N:5]=[C:4]([CH2:12][O:13][C:14]2[CH:19]=[CH:18][C:17]([C:20]3[C:24]([C:25]4[CH:30]=[CH:29][N:28]=[CH:27][CH:26]=4)=[CH:23][N:22]([CH3:31])[N:21]=3)=[CH:16][CH:15]=2)[CH:3]=1.